Dataset: Full USPTO retrosynthesis dataset with 1.9M reactions from patents (1976-2016). Task: Predict the reactants needed to synthesize the given product. (1) Given the product [Br:1][C:2]1[CH:3]=[C:4]([C:8]([OH:10])=[O:9])[O:5][CH:6]=1, predict the reactants needed to synthesize it. The reactants are: [Br:1][C:2]1[CH:3]=[C:4]([C:8]([OH:10])=[O:9])[O:5][C:6]=1Br.[OH-].[NH4+].Cl. (2) Given the product [CH3:1][O:2][C:3]1[C:4]([N:37]2[CH2:41][CH2:40][CH2:39][CH2:38]2)=[CH:5][C:6]2[CH2:15][CH:14]([C:16]([CH3:20])([CH3:21])[CH2:17][O:18][CH3:19])[N:13]3[C:8](=[CH:9][C:10](=[O:27])[C:11]([C:22]([O:24][CH2:25][CH3:26])=[O:23])=[CH:12]3)[C:7]=2[CH:28]=1, predict the reactants needed to synthesize it. The reactants are: [CH3:1][O:2][C:3]1[C:4](OS(C(F)(F)F)(=O)=O)=[CH:5][C:6]2[CH2:15][CH:14]([C:16]([CH3:21])([CH3:20])[CH2:17][O:18][CH3:19])[N:13]3[C:8](=[CH:9][C:10](=[O:27])[C:11]([C:22]([O:24][CH2:25][CH3:26])=[O:23])=[CH:12]3)[C:7]=2[CH:28]=1.[NH:37]1[CH2:41][CH2:40][CH2:39][CH2:38]1. (3) Given the product [Cl:39][C:40]1[C:41]([CH:42]=[O:43])=[C:44]([S:26][C:23]2[CH:22]=[CH:21][C:20]([CH2:19][C@H:18]([N:10]([CH2:9][C@@H:8]([C:4]3[CH:5]=[CH:6][CH:7]=[C:2]([Cl:1])[CH:3]=3)[OH:38])[C:11](=[O:17])[O:12][C:13]([CH3:16])([CH3:14])[CH3:15])[CH3:37])=[CH:25][CH:24]=2)[CH:45]=[CH:46][CH:47]=1, predict the reactants needed to synthesize it. The reactants are: [Cl:1][C:2]1[CH:3]=[C:4]([C@@H:8]([OH:38])[CH2:9][N:10]([C@H:18]([CH3:37])[CH2:19][C:20]2[CH:25]=[CH:24][C:23]([S:26][Si](C(C)C)(C(C)C)C(C)C)=[CH:22][CH:21]=2)[C:11](=[O:17])[O:12][C:13]([CH3:16])([CH3:15])[CH3:14])[CH:5]=[CH:6][CH:7]=1.[Cl:39][C:40]1[CH:47]=[CH:46][CH:45]=[C:44](F)[C:41]=1[CH:42]=[O:43].[F-].[Cs+].O. (4) Given the product [Br:2][C:3]1[CH:4]=[CH:5][C:6]([C:9]2[CH:13]=[C:12]3[N:14]=[CH:17][CH:18]=[CH:19][N:11]3[N:10]=2)=[N:7][CH:8]=1, predict the reactants needed to synthesize it. The reactants are: Cl.[Br:2][C:3]1[CH:4]=[CH:5][C:6]([C:9]2[CH:13]=[C:12]([NH2:14])[NH:11][N:10]=2)=[N:7][CH:8]=1.CO[CH:17](OC)[CH2:18][CH:19](OC)OC.C(O)(=O)C. (5) Given the product [Br:43][C:12]([C@:11]([C:23](=[O:30])[C:24]1[CH:25]=[CH:26][CH:27]=[CH:28][CH:29]=1)([C@:10]([C:32](=[O:39])[C:33]1[CH:38]=[CH:37][CH:36]=[CH:35][CH:34]=1)([C@:9]([C:1](=[O:8])[C:2]1[CH:7]=[CH:6][CH:5]=[CH:4][CH:3]=1)([CH2:41][OH:42])[OH:40])[OH:31])[OH:22])=[O:13], predict the reactants needed to synthesize it. The reactants are: [C:1]([C@@:9]([CH2:41][OH:42])([OH:40])[C@:10]([C:32](=[O:39])[C:33]1[CH:38]=[CH:37][CH:36]=[CH:35][CH:34]=1)([OH:31])[C@:11]([C:23](=[O:30])[C:24]1[CH:29]=[CH:28][CH:27]=[CH:26][CH:25]=1)([OH:22])[C:12](C(=O)C1C=CC=CC=1)=[O:13])(=[O:8])[C:2]1[CH:7]=[CH:6][CH:5]=[CH:4][CH:3]=1.[BrH:43].CC(O)=O. (6) Given the product [C:1]([O:5][C:6]([N:8]1[CH2:14][C@@H:13]2[C@@H:9]1[CH2:10][N:11]([C:22]1[CH:23]=[CH:24][C:25]3[C:26]4[C:18](=[CH:17][C:16]([Br:15])=[CH:28][CH:27]=4)[C:19](=[O:30])[C:20]=3[CH:21]=1)[CH2:12]2)=[O:7])([CH3:4])([CH3:2])[CH3:3], predict the reactants needed to synthesize it. The reactants are: [C:1]([O:5][C:6]([N:8]1[CH2:14][CH:13]2[CH:9]1[CH2:10][NH:11][CH2:12]2)=[O:7])([CH3:4])([CH3:3])[CH3:2].[Br:15][C:16]1[CH:28]=[CH:27][C:26]2[C:25]3[C:20](=[CH:21][C:22](Br)=[CH:23][CH:24]=3)[C:19](=[O:30])[C:18]=2[CH:17]=1.CC(C)([O-])C.[Na+].C1(P(C2C=CC=CC=2)C2C=CC3C(=CC=CC=3)C=2C2C3C(=CC=CC=3)C=CC=2P(C2C=CC=CC=2)C2C=CC=CC=2)C=CC=CC=1. (7) Given the product [NH:8]1[CH2:12][CH2:11][CH2:10][CH:9]1[C:13]1[CH:14]=[C:15]([S:19]([NH2:20])(=[O:21])=[O:22])[CH:16]=[CH:17][CH:18]=1.[ClH:27], predict the reactants needed to synthesize it. The reactants are: C(OC([N:8]1[CH:12]=[CH:11][CH:10]=[C:9]1[C:13]1[CH:18]=[CH:17][CH:16]=[C:15]([S:19](=[O:22])(=[O:21])[NH2:20])[CH:14]=1)=O)(C)(C)C.CC(O)=O.[ClH:27].O1CCOCC1. (8) Given the product [C:23]([C:21]1[O:22][C:18]([C:6]2[CH:5]=[C:4]3[C:9]([C:10]([N:12]4[CH2:17][CH2:16][O:15][CH2:14][CH2:13]4)=[N:11][C:2]([C:31]4[CH:30]=[CH:29][C:28]([NH:41][C:42](=[O:55])[NH:43][C:44]5[CH:54]=[CH:53][C:47]([C:48]([N:50]([CH3:52])[CH3:51])=[O:49])=[CH:46][CH:45]=5)=[CH:27][C:26]=4[F:25])=[N:3]3)=[CH:8][CH:7]=2)=[CH:19][CH:20]=1)#[N:24], predict the reactants needed to synthesize it. The reactants are: Cl[C:2]1[N:11]=[C:10]([N:12]2[CH2:17][CH2:16][O:15][CH2:14][CH2:13]2)[C:9]2[C:4](=[CH:5][C:6]([C:18]3[O:22][C:21]([C:23]#[N:24])=[CH:20][CH:19]=3)=[CH:7][CH:8]=2)[N:3]=1.[F:25][C:26]1[CH:27]=[C:28]([NH:41][C:42](=[O:55])[NH:43][C:44]2[CH:54]=[CH:53][C:47]([C:48]([N:50]([CH3:52])[CH3:51])=[O:49])=[CH:46][CH:45]=2)[CH:29]=[CH:30][C:31]=1B1OC(C)(C)C(C)(C)O1.C(=O)([O-])[O-].[Cs+].[Cs+].CN(C=O)C. (9) Given the product [CH3:47][O:46][C:35](=[O:45])[C:36]1[CH:44]=[CH:43][CH:42]=[C:38]([C:39]([NH:13][C:14]2[CH:34]=[CH:33][CH:32]=[C:16]([CH2:17][O:18][C:19]3[CH:24]=[CH:23][C:22]([C:25](=[O:27])[CH3:26])=[C:21]([OH:28])[C:20]=3[CH2:29][CH2:30][CH3:31])[CH:15]=2)=[O:40])[CH:37]=1, predict the reactants needed to synthesize it. The reactants are: Cl.C(N=C=NCCCN(C)C)C.[NH2:13][C:14]1[CH:15]=[C:16]([CH:32]=[CH:33][CH:34]=1)[CH2:17][O:18][C:19]1[CH:24]=[CH:23][C:22]([C:25](=[O:27])[CH3:26])=[C:21]([OH:28])[C:20]=1[CH2:29][CH2:30][CH3:31].[C:35]([O:46][CH3:47])(=[O:45])[C:36]1[CH:44]=[CH:43][CH:42]=[C:38]([C:39](O)=[O:40])[CH:37]=1.C(N(CC)CC)C. (10) The reactants are: [NH2:1][C@H:2]([C:13]([OH:15])=[O:14])[CH2:3][C:4]1[C:12]2[C:7](=[CH:8][CH:9]=[CH:10][CH:11]=2)[NH:6][CH:5]=1.[CH3:16][O-:17].[Na+].Cl.[OH-:20].[Na+].[CH2:22]1[CH2:27][CH2:26][CH2:25][CH2:24][CH2:23]1. Given the product [NH:6]([C:5]([CH2:4][CH2:12][CH2:11][CH2:10][CH2:9][CH2:22][CH2:27][CH2:26][CH2:25][CH2:24][CH3:23])=[O:20])[C@H:7]([C:16]([NH:1][C@H:2]([C:13]([OH:15])=[O:14])[CH2:3][C:4]1[C:12]2[C:7](=[CH:8][CH:9]=[CH:10][CH:11]=2)[NH:6][CH:5]=1)=[O:17])[CH3:8], predict the reactants needed to synthesize it.